Dataset: Peptide-MHC class II binding affinity with 134,281 pairs from IEDB. Task: Regression. Given a peptide amino acid sequence and an MHC pseudo amino acid sequence, predict their binding affinity value. This is MHC class II binding data. (1) The MHC is DRB1_0701 with pseudo-sequence DRB1_0701. The peptide sequence is ASYNTHETICPEPTIDE. The binding affinity (normalized) is 0.245. (2) The peptide sequence is PKYVKQTTLKLAT. The MHC is DRB1_0101 with pseudo-sequence DRB1_0101. The binding affinity (normalized) is 0.723.